Dataset: Catalyst prediction with 721,799 reactions and 888 catalyst types from USPTO. Task: Predict which catalyst facilitates the given reaction. (1) Reactant: [CH3:1][N:2]1[CH2:10][C:9]2[C:4](=[CH:5][CH:6]=[CH:7][C:8]=2[NH:11][C:12](=[O:14])[CH3:13])[CH2:3]1.Cl.[Cl:16]([O-])=O.[Na+]. Product: [Cl:16][C:5]1[CH:6]=[CH:7][C:8]([NH:11][C:12](=[O:14])[CH3:13])=[C:9]2[C:4]=1[CH2:3][N:2]([CH3:1])[CH2:10]2. The catalyst class is: 8. (2) Reactant: [CH:1]([N:4]1[C:12]2[CH:11]=[CH:10][N:9]=[CH:8][C:7]=2[C:6]([C:13]([C:15]2[CH:16]=[C:17]([N:23](C(OC(C)(C)C)=O)C(OC(C)(C)C)=O)[C:18]([O:21][CH3:22])=[N:19][CH:20]=2)=[O:14])=[CH:5]1)([CH3:3])[CH3:2].C(O)(C(F)(F)F)=O.C([O-])(O)=O.[Na+]. Product: [NH2:23][C:17]1[CH:16]=[C:15]([C:13]([C:6]2[C:7]3[CH:8]=[N:9][CH:10]=[CH:11][C:12]=3[N:4]([CH:1]([CH3:3])[CH3:2])[CH:5]=2)=[O:14])[CH:20]=[N:19][C:18]=1[O:21][CH3:22]. The catalyst class is: 2. (3) Reactant: [Cl:1][C:2]1[CH:7]=[CH:6][C:5]([C:8]2[NH:12][CH:11]=[C:10]([C:13]([NH:15][C:16]3[CH:21]=[CH:20][C:19]([S:22]([CH3:25])(=[O:24])=[O:23])=[CH:18][CH:17]=3)=[O:14])[C:9]=2[CH3:26])=[C:4]([C:27]([F:30])([F:29])[F:28])[CH:3]=1.CC(C)([O-])C.[Na+].[CH3:37][C@H:38]1[C@H:42]([CH3:43])OS(=O)(=O)[O:39]1.Cl. Product: [Cl:1][C:2]1[CH:7]=[CH:6][C:5]([C:8]2[N:12]([C@H:42]([CH3:43])[C@@H:38]([OH:39])[CH3:37])[CH:11]=[C:10]([C:13]([NH:15][C:16]3[CH:17]=[CH:18][C:19]([S:22]([CH3:25])(=[O:24])=[O:23])=[CH:20][CH:21]=3)=[O:14])[C:9]=2[CH3:26])=[C:4]([C:27]([F:29])([F:28])[F:30])[CH:3]=1. The catalyst class is: 44. (4) Reactant: [OH-].[Na+].[Br:3][C:4]1[CH:5]=[C:6]([C:21]([O:23]C)=[O:22])[CH:7]=[C:8]2[C:13]=1[O:12][C:11]([N:14]1[CH2:19][CH2:18][O:17][CH2:16][CH2:15]1)=[CH:10][C:9]2=[O:20].Cl. Product: [Br:3][C:4]1[CH:5]=[C:6]([C:21]([OH:23])=[O:22])[CH:7]=[C:8]2[C:13]=1[O:12][C:11]([N:14]1[CH2:19][CH2:18][O:17][CH2:16][CH2:15]1)=[CH:10][C:9]2=[O:20]. The catalyst class is: 100. (5) Reactant: [CH:1]1([C:7]2[C:8]3[CH:37]=[CH:36][C:35]([C:38]([O:40][CH3:41])=[O:39])=[CH:34][C:9]=3[N:10]3[C:16]=2[C:15]2[CH:17]=[CH:18][CH:19]=[C:20]([N:21]([CH2:25][C:26](=O)[N:27]4[CH2:32][CH2:31][CH2:30][CH2:29][CH2:28]4)[CH2:22][CH2:23][CH3:24])[C:14]=2[O:13][CH2:12][CH2:11]3)[CH2:6][CH2:5][CH2:4][CH2:3][CH2:2]1.Cl.[OH-].[Na+]. Product: [CH:1]1([C:7]2[C:8]3[CH:37]=[CH:36][C:35]([C:38]([O:40][CH3:41])=[O:39])=[CH:34][C:9]=3[N:10]3[C:16]=2[C:15]2[CH:17]=[CH:18][CH:19]=[C:20]([N:21]([CH2:25][CH2:26][N:27]4[CH2:32][CH2:31][CH2:30][CH2:29][CH2:28]4)[CH2:22][CH2:23][CH3:24])[C:14]=2[O:13][CH2:12][CH2:11]3)[CH2:6][CH2:5][CH2:4][CH2:3][CH2:2]1. The catalyst class is: 7.